From a dataset of Experimentally validated miRNA-target interactions with 360,000+ pairs, plus equal number of negative samples. Binary Classification. Given a miRNA mature sequence and a target amino acid sequence, predict their likelihood of interaction. (1) The miRNA is hsa-miR-34c-5p with sequence AGGCAGUGUAGUUAGCUGAUUGC. The protein sequence of the target gene is MSESLVVCDVAEDLVEKLRKFRFRKETNNAAIIMKIDKDKRLVVLDEELEGISPDELKDELPERQPRFIVYSYKYQHDDGRVSYPLCFIFSSPVGCKPEQQMMYAGSKNKLVQTAELTKVFEIRNTEDLTEEWLREKLGFFH. Result: 1 (interaction). (2) The miRNA is hsa-miR-101-3p with sequence UACAGUACUGUGAUAACUGAA. The protein sequence of the target gene is MDAIKKKMQMLKLDKENALDRAEQAEADKKAAEDRSKQLEDELVSLQKKLKGTEDELDKYSEALKDAQEKLELAEKKATDAEADVASLNRRIQLVEEELDRAQERLATALQKLEEAEKAADESERGMKVIESRAQKDEEKMEIQEIQLKEAKHIAEDADRKYEEVARKLVIIESDLERAEERAELSEGKCAELEEELKTVTNNLKSLEAQAEKYSQKEDRYEEEIKVLSDKLKEAETRAEFAERSVTKLEKSIDDLEDELYAQKLKYKAISEELDHALNDMTSI. Result: 0 (no interaction). (3) Result: 0 (no interaction). The protein sequence of the target gene is MLQVHRTGLGRLGVSLSKGLHHKAVLAVRREDVNAWERRAPLAPKHIKGITNLGYKVLIQPSNRRAIHDKDYVKAGGILQEDISEACLILGVKRPPEEKLMSRKTYAFFSHTIKAQEANMGLLDEILKQEIRLIDYEKMVDHRGVRVVAFGQWAGVAGMINILHGMGLRLLALGHHTPFMHIGMAHNYRNSSQAVQAVRDAGYEISLGLMPKSIGPLTFVFTGTGNVSKGAQAIFNELPCEYVEPHELKEVSQTGDLRKVYGTVLSRHHHLVRKTDAVYDPAEYDKHPERYISRFNTDIA.... The miRNA is hsa-miR-6859-3p with sequence UGACCCCCAUGUCGCCUCUGUAG.